From a dataset of Forward reaction prediction with 1.9M reactions from USPTO patents (1976-2016). Predict the product of the given reaction. (1) Given the reactants [NH2:1][C:2]1[N:7]=[CH:6][C:5]([CH2:8][OH:9])=[CH:4][CH:3]=1.C(N(CC)CC)C.[C:17](Cl)([C:30]1[CH:35]=[CH:34][CH:33]=[CH:32][CH:31]=1)([C:24]1[CH:29]=[CH:28][CH:27]=[CH:26][CH:25]=1)[C:18]1[CH:23]=[CH:22][CH:21]=[CH:20][CH:19]=1, predict the reaction product. The product is: [C:17]([NH:1][C:2]1[N:7]=[CH:6][C:5]([CH2:8][OH:9])=[CH:4][CH:3]=1)([C:18]1[CH:23]=[CH:22][CH:21]=[CH:20][CH:19]=1)([C:30]1[CH:31]=[CH:32][CH:33]=[CH:34][CH:35]=1)[C:24]1[CH:25]=[CH:26][CH:27]=[CH:28][CH:29]=1. (2) Given the reactants [Cl:1][C:2]1[CH:7]=[C:6](Cl)[CH:5]=[CH:4][N:3]=1.[F:9][C:10]1[CH:11]=[C:12]([OH:17])[CH:13]=[CH:14][C:15]=1[NH2:16], predict the reaction product. The product is: [Cl:1][C:2]1[CH:7]=[C:6]([O:17][C:12]2[CH:13]=[CH:14][C:15]([NH2:16])=[C:10]([F:9])[CH:11]=2)[CH:5]=[CH:4][N:3]=1. (3) Given the reactants [CH3:1][O:2][C:3]1[CH:4]=[C:5]([NH:11][CH2:12][CH2:13][C:14]2[CH:19]=[CH:18][C:17]([C:20]([F:23])([F:22])[F:21])=[CH:16][CH:15]=2)[CH:6]=[CH:7][C:8]=1[O:9][CH3:10].C(OC([NH:31][CH:32]([C:36]1[CH:41]=[CH:40][C:39]([O:42][C:43]([F:46])([F:45])[F:44])=[CH:38][CH:37]=1)[C:33](O)=[O:34])=O)(C)(C)C, predict the reaction product. The product is: [NH2:31][CH:32]([C:36]1[CH:37]=[CH:38][C:39]([O:42][C:43]([F:44])([F:45])[F:46])=[CH:40][CH:41]=1)[C:33]([N:11]([C:5]1[CH:6]=[CH:7][C:8]([O:9][CH3:10])=[C:3]([O:2][CH3:1])[CH:4]=1)[CH2:12][CH2:13][C:14]1[CH:19]=[CH:18][C:17]([C:20]([F:22])([F:21])[F:23])=[CH:16][CH:15]=1)=[O:34].